From a dataset of Forward reaction prediction with 1.9M reactions from USPTO patents (1976-2016). Predict the product of the given reaction. (1) Given the reactants [C:1]1([C:7]2[C:8]3[CH2:16][CH2:15][NH:14][CH2:13][C:9]=3[N:10]=[CH:11][N:12]=2)[CH:6]=[CH:5][CH:4]=[CH:3][CH:2]=1.C(O)(C(F)(F)F)=O, predict the reaction product. The product is: [NH3:10].[C:1]1([C:7]2[C:8]3[CH2:16][CH2:15][NH:14][CH2:13][C:9]=3[N:10]=[CH:11][N:12]=2)[CH:2]=[CH:3][CH:4]=[CH:5][CH:6]=1. (2) Given the reactants [O:1]=[C:2]1[C:10]2[C:5](=[CH:6][C:7]([C:11](O)=[O:12])=[CH:8][CH:9]=2)[CH2:4][O:3]1.C(N1C=CN=C1)(N1C=CN=C1)=O.[BH4-].[Na+], predict the reaction product. The product is: [OH:12][CH2:11][C:7]1[CH:6]=[C:5]2[C:10](=[CH:9][CH:8]=1)[C:2](=[O:1])[O:3][CH2:4]2. (3) Given the reactants [NH:1]1[C:9]2[C:4](=[CH:5][CH:6]=[C:7]([C:10]([O:12][CH3:13])=[O:11])[CH:8]=2)[CH:3]=[CH:2]1.Cl[Sn](Cl)(Cl)Cl.[F:19][C:20]1[CH:25]=[CH:24][C:23]([C:26]2[C:30]([C:31](Cl)=[O:32])=[C:29]([CH3:34])[O:28][N:27]=2)=[CH:22][CH:21]=1.[N+](C)([O-])=O, predict the reaction product. The product is: [CH3:13][O:12][C:10]([C:7]1[CH:8]=[C:9]2[C:4]([C:3]([C:31]([C:30]3[C:26]([C:23]4[CH:24]=[CH:25][C:20]([F:19])=[CH:21][CH:22]=4)=[N:27][O:28][C:29]=3[CH3:34])=[O:32])=[CH:2][NH:1]2)=[CH:5][CH:6]=1)=[O:11]. (4) Given the reactants [Cl:1][C:2]1[N:7]=[N:6][C:5]([C:8]([OH:10])=[O:9])=[CH:4][CH:3]=1.[C:11](Cl)(=O)C(Cl)=O, predict the reaction product. The product is: [Cl:1][C:2]1[N:7]=[N:6][C:5]([C:8]([O:10][CH3:11])=[O:9])=[CH:4][CH:3]=1. (5) Given the reactants N#N.[F:3][C:4]1[CH:5]=[C:6]([CH:9]=[CH:10][C:11]=1[NH:12][CH:13]([CH2:16][OH:17])[CH2:14][CH3:15])[C:7]#[N:8].C1(C)C=CC(S(O)(=O)=O)=CC=1.C(O[CH:32](O)[C:33]([F:36])([F:35])[F:34])C, predict the reaction product. The product is: [CH2:14]([CH:13]1[CH2:16][O:17][CH:32]([C:33]([F:36])([F:35])[F:34])[N:12]1[C:11]1[CH:10]=[CH:9][C:6]([C:7]#[N:8])=[CH:5][C:4]=1[F:3])[CH3:15]. (6) Given the reactants [C:1]12([N:6]([CH2:18][CH2:19][OH:20])[S:7]([C:10]3[C:11](Cl)=[N:12][CH:13]=[C:14]([Br:16])[CH:15]=3)(=[O:9])=[O:8])[CH2:5][CH:3]([CH2:4]1)[CH2:2]2.[H-].[Na+].O, predict the reaction product. The product is: [C:1]12([N:6]3[CH2:18][CH2:19][O:20][C:11]4[N:12]=[CH:13][C:14]([Br:16])=[CH:15][C:10]=4[S:7]3(=[O:9])=[O:8])[CH2:5][CH:3]([CH2:4]1)[CH2:2]2. (7) Given the reactants [CH2:1]([Li])[CH2:2][CH2:3][CH3:4].CCCCCC.F[C:13]1[CH:18]=[CH:17]C(C)=[CH:15][N:14]=1.[Cl-].[NH4+:21], predict the reaction product. The product is: [CH3:4][C:3]1[CH:2]=[CH:1][C:13]([CH2:18][C:17]#[N:21])=[N:14][CH:15]=1.